From a dataset of Reaction yield outcomes from USPTO patents with 853,638 reactions. Predict the reaction yield, written as a fraction of the theoretical maximum amount of product (1.0 means a 100% yield; for example, 0.34 means a 34% yield). (1) The reactants are [F:1][C:2]1[CH:7]=[C:6]([C:8]([O:10]C)=[O:9])[CH:5]=[CH:4][C:3]=1[C:12]1[CH:17]=[CH:16][C:15]([O:18][CH2:19][CH:20]2[CH2:25][CH2:24][N:23]([CH2:26][C:27]3([C:31]([F:34])([F:33])[F:32])[CH2:30][CH2:29][CH2:28]3)[CH2:22][CH2:21]2)=[CH:14][CH:13]=1.O[Li].O. The catalyst is O. The product is [F:1][C:2]1[CH:7]=[C:6]([C:8]([OH:10])=[O:9])[CH:5]=[CH:4][C:3]=1[C:12]1[CH:13]=[CH:14][C:15]([O:18][CH2:19][CH:20]2[CH2:21][CH2:22][N:23]([CH2:26][C:27]3([C:31]([F:34])([F:32])[F:33])[CH2:30][CH2:29][CH2:28]3)[CH2:24][CH2:25]2)=[CH:16][CH:17]=1. The yield is 0.940. (2) The reactants are [CH3:1][O:2][C:3]1[CH:8]=[CH:7][CH:6]=[CH:5][C:4]=1O.CN(C)C1C=CC=CC=1.[C:19]([Cl:22])(Cl)=[O:20].CN(C=[O:27])C. The catalyst is C1(C)C=CC=CC=1.ClC1C=CC=CC=1. The product is [Cl:22][C:19]([O:20][C:4]1[CH:5]=[CH:6][CH:7]=[CH:8][C:3]=1[O:2][CH3:1])=[O:27]. The yield is 0.500. (3) The reactants are [C:1]1([O:7][CH3:8])[CH:6]=[CH:5][CH:4]=[CH:3][CH:2]=1.[CH3:9][S:10](O[S:10]([CH3:9])(=[O:12])=[O:11])(=[O:12])=[O:11].O. The catalyst is ClC(Cl)=C(Cl)Cl. The product is [CH3:9][S:10]([C:4]1[CH:5]=[CH:6][C:1]([O:7][CH3:8])=[CH:2][CH:3]=1)(=[O:12])=[O:11]. The yield is 0.0900. (4) The reactants are [NH2:1][C:2]1[S:6][N:5]=[C:4]([CH3:7])[C:3]=1[C:8]([NH2:10])=[O:9].[C:11]1([CH3:21])[CH:16]=CC(S(O)(=O)=O)=[CH:13][CH:12]=1.C(=O)CC(C)C.S(=O)(O)[O-].[Na+]. The catalyst is C1(C)C=CC=CC=1.CN(C=O)C. The product is [CH2:12]([C:13]1[NH:10][C:8](=[O:9])[C:3]2[C:4]([CH3:7])=[N:5][S:6][C:2]=2[N:1]=1)[CH:11]([CH3:21])[CH3:16]. The yield is 0.890. (5) The reactants are C(N(C(C)C)CC)(C)C.[Br:10][C:11]1[CH:19]=[C:18]([C:20]([NH:22][CH2:23][C:24]2[CH:29]=[CH:28][CH:27]=[C:26]([OH:30])[CH:25]=2)=[O:21])[CH:17]=[CH:16][C:12]=1[C:13]([OH:15])=O.CN(C(ON1N=NC2C=CC=CC1=2)=[N+](C)C)C.F[P-](F)(F)(F)(F)F.Cl.[CH3:56][O:57][C:58](=[O:70])[C@H:59]([CH2:61][NH:62][C:63]([C:65]1[S:66][CH:67]=[CH:68][CH:69]=1)=[O:64])[NH2:60].C1C=CC2N(O)N=NC=2C=1. The catalyst is CN(C)C=O. The product is [Br:10][C:11]1[CH:19]=[C:18]([C:20]([NH:22][CH2:23][C:24]2[CH:29]=[CH:28][CH:27]=[C:26]([OH:30])[CH:25]=2)=[O:21])[CH:17]=[CH:16][C:12]=1[C:13]([NH:60][C@H:59]([C:58]([O:57][CH3:56])=[O:70])[CH2:61][NH:62][C:63]([C:65]1[S:66][CH:67]=[CH:68][CH:69]=1)=[O:64])=[O:15]. The yield is 0.830. (6) The reactants are [Cl-].O[NH3+:3].[C:4](=[O:7])([O-])[OH:5].[Na+].CS(C)=O.[F:13][C:14]1[CH:15]=[C:16]([C:44]2[C:45]([C:50]#[N:51])=[CH:46][CH:47]=[CH:48][CH:49]=2)[CH:17]=[CH:18][C:19]=1[CH2:20][C:21]1[C:22](=[O:43])[N:23]([C@H:33]2[CH2:36][C@H:35]([O:37][CH2:38][C:39]([OH:42])([CH3:41])[CH3:40])[CH2:34]2)[C:24]2[N:25]([N:30]=[CH:31][N:32]=2)[C:26]=1[CH2:27][CH2:28][CH3:29]. The catalyst is O.C(OCC)(=O)C. The product is [F:13][C:14]1[CH:15]=[C:16]([C:44]2[CH:49]=[CH:48][CH:47]=[CH:46][C:45]=2[C:50]2[NH:3][C:4](=[O:7])[O:5][N:51]=2)[CH:17]=[CH:18][C:19]=1[CH2:20][C:21]1[C:22](=[O:43])[N:23]([C@H:33]2[CH2:36][C@H:35]([O:37][CH2:38][C:39]([OH:42])([CH3:40])[CH3:41])[CH2:34]2)[C:24]2[N:25]([N:30]=[CH:31][N:32]=2)[C:26]=1[CH2:27][CH2:28][CH3:29]. The yield is 0.730. (7) The reactants are [C:1]([CH2:4][O:5][C:6]1[CH:11]=[CH:10][C:9]([C:12]2[C:13]3[NH:17][C:16]([CH:18]=[C:19]4[N:54]=[C:22]([C:23]([CH:35]([CH2:45][CH2:46][O:47][P:48]([O:52]C)([O:50]C)=[O:49])[CH2:36][CH2:37][O:38][P:39]([O:43]C)([O:41]C)=[O:40])=[C:24]5[NH:34][C:27](=[CH:28][C:29]6[CH:30]=[CH:31][C:32]=2[N:33]=6)[CH:26]=[CH:25]5)[CH:21]=[CH:20]4)=[CH:15][CH:14]=3)=[CH:8][CH:7]=1)([OH:3])=[O:2].[Si](Br)(C)(C)C. The catalyst is C(Cl)Cl. The product is [C:1]([CH2:4][O:5][C:6]1[CH:7]=[CH:8][C:9]([C:12]2[C:13]3[NH:17][C:16]([CH:18]=[C:19]4[N:54]=[C:22]([C:23]([CH:35]([CH2:36][CH2:37][O:38][P:39]([OH:43])([OH:41])=[O:40])[CH2:45][CH2:46][O:47][P:48]([OH:52])([OH:50])=[O:49])=[C:24]5[NH:34][C:27](=[CH:28][C:29]6[CH:30]=[CH:31][C:32]=2[N:33]=6)[CH:26]=[CH:25]5)[CH:21]=[CH:20]4)=[CH:15][CH:14]=3)=[CH:10][CH:11]=1)([OH:3])=[O:2]. The yield is 0.760. (8) The reactants are [I:1][C:2]1[CH:15]=[CH:14][C:13]2[C:12]3[C:7](=[CH:8][CH:9]=[CH:10][CH:11]=3)[CH2:6][CH2:5][C:4]=2[CH:3]=1.ClC1C(=O)C(C#N)=C(C#N)C(=O)C=1Cl. The catalyst is O1CCOCC1. The product is [I:1][C:2]1[CH:15]=[CH:14][C:13]2[C:12]3[C:7](=[CH:8][CH:9]=[CH:10][CH:11]=3)[CH:6]=[CH:5][C:4]=2[CH:3]=1. The yield is 0.680. (9) The reactants are [N+:1]([C:4]1[CH:5]=[C:6]2[C:11](=[CH:12][CH:13]=1)[CH2:10][NH:9][C:8](=[O:14])[CH2:7]2)([O-])=O. The catalyst is CO.[Pd]. The product is [NH2:1][C:4]1[CH:5]=[C:6]2[C:11](=[CH:12][CH:13]=1)[CH2:10][NH:9][C:8](=[O:14])[CH2:7]2. The yield is 0.630.